Dataset: Full USPTO retrosynthesis dataset with 1.9M reactions from patents (1976-2016). Task: Predict the reactants needed to synthesize the given product. (1) Given the product [CH2:15]([O:17][C:18]1[CH:23]=[CH:22][C:21]([N:24]2[C:1]([CH3:2])=[C:4]3[C:5]([C:9]([CH3:10])=[N:27][N:28]=[C:12]3[CH3:13])=[C:6]2[CH3:7])=[C:20]([S:25][CH3:26])[CH:19]=1)[CH3:16], predict the reactants needed to synthesize it. The reactants are: [C:1]([CH:4]([C:12](=O)[CH3:13])[CH:5]([C:9](=O)[CH3:10])[C:6](=O)[CH3:7])(=O)[CH3:2].[CH2:15]([O:17][C:18]1[CH:23]=[CH:22][C:21]([NH2:24])=[C:20]([S:25][CH3:26])[CH:19]=1)[CH3:16].[NH2:27][NH2:28]. (2) Given the product [C:22]([C:24]1[CH:25]=[CH:26][C:27]([S:30]([N:5]([CH2:4][C:3]2[CH:18]=[CH:19][CH:20]=[CH:21][C:2]=2[F:1])[CH2:6][C:7]2[CH:8]=[CH:9][C:10]([C:13]3[N:14]=[N:15][NH:16][N:17]=3)=[CH:11][CH:12]=2)(=[O:32])=[O:31])=[CH:28][CH:29]=1)#[N:23], predict the reactants needed to synthesize it. The reactants are: [F:1][C:2]1[CH:21]=[CH:20][CH:19]=[CH:18][C:3]=1[CH2:4][NH:5][CH2:6][C:7]1[CH:12]=[CH:11][C:10]([C:13]2[N:14]=[N:15][NH:16][N:17]=2)=[CH:9][CH:8]=1.[C:22]([C:24]1[CH:29]=[CH:28][C:27]([S:30](Cl)(=[O:32])=[O:31])=[CH:26][CH:25]=1)#[N:23]. (3) Given the product [C:5]([C:7]1[CH:8]=[C:9]2[C:13](=[CH:14][CH:15]=1)[NH:12][C:11]([C:16]([O:18][CH2:19][CH3:20])=[O:17])=[CH:10]2)#[N:6], predict the reactants needed to synthesize it. The reactants are: S(Cl)(Cl)=O.[C:5]([C:7]1[CH:8]=[C:9]2[C:13](=[CH:14][CH:15]=1)[NH:12][C:11]([C:16]([OH:18])=[O:17])=[CH:10]2)#[N:6].[CH2:19](O)[CH3:20]. (4) Given the product [O:1]=[C:2]([CH2:9][CH:10]1[CH2:15][CH2:14][O:13][CH2:12][CH2:11]1)[CH2:3][C:4]([OH:6])=[O:5], predict the reactants needed to synthesize it. The reactants are: [O:1]=[C:2]([CH2:9][CH:10]1[CH2:15][CH2:14][O:13][CH2:12][CH2:11]1)[CH2:3][C:4]([O:6]CC)=[O:5].[OH-].[Na+]. (5) The reactants are: [F:1][C:2]1[CH:7]=[CH:6][C:5]([N:8]2[C:16]3[C:11](=[CH:12][C:13]([O:17][C@H:18]([C:22]4[CH:27]=[CH:26][CH:25]=[C:24]([O:28][CH3:29])[CH:23]=4)[C@@H:19]([NH2:21])[CH3:20])=[CH:14][CH:15]=3)[CH:10]=[N:9]2)=[CH:4][CH:3]=1.[C:30](O)(=[O:36])[CH2:31][NH:32][C:33]([NH2:35])=[O:34]. Given the product [C:33]([NH:32][CH2:31][C:30]([NH:21][C@@H:19]([CH3:20])[C@H:18]([O:17][C:13]1[CH:12]=[C:11]2[C:16](=[CH:15][CH:14]=1)[N:8]([C:5]1[CH:4]=[CH:3][C:2]([F:1])=[CH:7][CH:6]=1)[N:9]=[CH:10]2)[C:22]1[CH:27]=[CH:26][CH:25]=[C:24]([O:28][CH3:29])[CH:23]=1)=[O:36])(=[O:34])[NH2:35], predict the reactants needed to synthesize it. (6) Given the product [CH3:23][C:9]1[N:8]([CH2:7][C:5]2[N:6]=[C:2]([C:30]3[CH:29]=[CH:28][CH:27]=[C:26]([C:25]([F:36])([F:35])[F:24])[CH:31]=3)[S:3][CH:4]=2)[C:16]2[C:11]([CH:10]=1)=[C:12]([C:19]([F:22])([F:21])[F:20])[C:13]([C:17]#[N:18])=[CH:14][CH:15]=2, predict the reactants needed to synthesize it. The reactants are: Br[C:2]1[S:3][CH:4]=[C:5]([CH2:7][N:8]2[C:16]3[C:11](=[C:12]([C:19]([F:22])([F:21])[F:20])[C:13]([C:17]#[N:18])=[CH:14][CH:15]=3)[CH:10]=[C:9]2[CH3:23])[N:6]=1.[F:24][C:25]([F:36])([F:35])[C:26]1[CH:27]=[C:28](B(O)O)[CH:29]=[CH:30][CH:31]=1. (7) Given the product [C:22]([N:14]([C:13]1[N:12]=[CH:11][N:10]=[C:9]2[N:5]([C:1]([CH3:4])([CH3:2])[CH3:3])[N:6]=[C:7]([C:15]3[CH:16]=[CH:17][C:18]([F:21])=[CH:19][CH:20]=3)[C:8]=12)[C:31](=[O:26])[CH3:32])(=[O:24])[CH3:23], predict the reactants needed to synthesize it. The reactants are: [C:1]([N:5]1[C:9]2=[N:10][CH:11]=[N:12][C:13]([NH2:14])=[C:8]2[C:7]([C:15]2[CH:20]=[CH:19][C:18]([F:21])=[CH:17][CH:16]=2)=[N:6]1)([CH3:4])([CH3:3])[CH3:2].[C:22](Cl)(=[O:24])[CH3:23].[OH2:26].N1[CH:32]=[CH:31]C=CC=1. (8) Given the product [CH:25]1([C:2]2[C:3]([O:16][CH2:17][CH:18]3[CH2:23][CH2:22][CH2:21][CH2:20][CH:19]3[CH3:24])=[CH:4][C:5]([F:15])=[C:6]([CH:14]=2)[C:7]([O:9][C:10]([CH3:13])([CH3:12])[CH3:11])=[O:8])[CH2:27][CH2:26]1, predict the reactants needed to synthesize it. The reactants are: Cl[C:2]1[C:3]([O:16][CH2:17][CH:18]2[CH2:23][CH2:22][CH2:21][CH2:20][CH:19]2[CH3:24])=[CH:4][C:5]([F:15])=[C:6]([CH:14]=1)[C:7]([O:9][C:10]([CH3:13])([CH3:12])[CH3:11])=[O:8].[CH:25]1(B(O)O)[CH2:27][CH2:26]1.P([O-])([O-])([O-])=O.[K+].[K+].[K+].F[B-](F)(F)F.C1(P(C2CCCCC2)C2CCCCC2)CCCCC1. (9) Given the product [Cl:11][C:12]1[CH:17]=[CH:16][C:15]([C:18]2[CH:19]=[CH:20][C:21]([C:24]#[C:25][C:26]3[CH:31]=[CH:30][C:29]([O:32][CH2:33][CH2:34][N:35]4[CH2:36][CH2:37][CH2:38][CH2:39]4)=[C:28]([NH2:40])[CH:27]=3)=[N:22][CH:23]=2)=[CH:14][CH:13]=1, predict the reactants needed to synthesize it. The reactants are: C([O-])(O)=O.[Na+].O.O.[Sn](Cl)Cl.[Cl:11][C:12]1[CH:17]=[CH:16][C:15]([C:18]2[CH:19]=[CH:20][C:21]([C:24]#[C:25][C:26]3[CH:31]=[CH:30][C:29]([O:32][CH2:33][CH2:34][N:35]4[CH2:39][CH2:38][CH2:37][CH2:36]4)=[C:28]([N+:40]([O-])=O)[CH:27]=3)=[N:22][CH:23]=2)=[CH:14][CH:13]=1.CO.